From a dataset of Catalyst prediction with 721,799 reactions and 888 catalyst types from USPTO. Predict which catalyst facilitates the given reaction. (1) Reactant: Br[C:2]1[CH:19]=[C:18]2[C:5]([CH2:6][C:7]3([C:17]2=[O:20])[CH2:16][CH2:15][C:14]2[C:9](=[CH:10][CH:11]=[CH:12][CH:13]=2)[CH2:8]3)=[CH:4][CH:3]=1.[C:21]([C:23]1[CH:24]=[C:25](B(O)O)[CH:26]=[CH:27][CH:28]=1)#[N:22]. Product: [O:20]=[C:17]1[C:7]2([CH2:16][CH2:15][C:14]3[C:9](=[CH:10][CH:11]=[CH:12][CH:13]=3)[CH2:8]2)[CH2:6][C:5]2[C:18]1=[CH:19][C:2]([C:27]1[CH:28]=[C:23]([CH:24]=[CH:25][CH:26]=1)[C:21]#[N:22])=[CH:3][CH:4]=2. The catalyst class is: 806. (2) Reactant: Cl.[CH:2]([C@:5]1([C:11]([N:13]2[CH2:18][CH:17]=[C:16]([C:19]3[CH:24]=[CH:23][CH:22]=[CH:21][C:20]=3[C:25]([F:28])([F:27])[F:26])[CH2:15][CH2:14]2)=[O:12])[CH2:9][CH2:8][C@@H:7]([NH2:10])[CH2:6]1)([CH3:4])[CH3:3].[O:29]1[CH2:34][CH2:33][C:32](=O)[CH2:31][CH2:30]1.C([N:38](CC)CC)C.[C:43](O[BH-](OC(=O)C)OC(=O)C)(=[O:45])C.[Na+].C([O-])(O)=O.[Na+]. Product: [NH4+:10].[OH-:12].[NH4+:38].[OH-:29].[CH3:43][OH:45].[CH:2]([C@:5]1([C:11]([N:13]2[CH2:14][CH:15]=[C:16]([C:19]3[CH:24]=[CH:23][CH:22]=[CH:21][C:20]=3[C:25]([F:28])([F:26])[F:27])[CH2:17][CH2:18]2)=[O:12])[CH2:9][CH2:8][C@@H:7]([NH:10][CH:32]2[CH2:33][CH2:34][O:29][CH2:30][CH2:31]2)[CH2:6]1)([CH3:4])[CH3:3]. The catalyst class is: 2. (3) Reactant: CO.[NH2:3][CH:4]([CH2:8][CH2:9][S:10][CH3:11])[C:5]([OH:7])=[O:6].[CH3:12][Si](C=[N+]=[N-])(C)C. Product: [NH2:3][CH:4]([CH2:8][CH2:9][S:10][CH3:11])[C:5]([O:7][CH3:12])=[O:6]. The catalyst class is: 81. (4) Reactant: [C:1]([C:3]1[CH:17]=[CH:16][C:6]([CH2:7]P(=O)(OCC)OCC)=[CH:5][C:4]=1[F:18])#[N:2].[H-].[Na+].O=[C:22]1[CH2:27][CH2:26][N:25]([C:28]([O:30][C:31]([CH3:34])([CH3:33])[CH3:32])=[O:29])[CH2:24][CH2:23]1.O. Product: [C:1]([C:3]1[CH:17]=[CH:16][C:6]([CH:7]=[C:22]2[CH2:27][CH2:26][N:25]([C:28]([O:30][C:31]([CH3:34])([CH3:33])[CH3:32])=[O:29])[CH2:24][CH2:23]2)=[CH:5][C:4]=1[F:18])#[N:2]. The catalyst class is: 7. (5) The catalyst class is: 35. Product: [CH3:1][N:2]([C:3]1[CH:8]=[CH:7][C:6]([C:9]2[S:10][C:11]3[CH:17]=[C:16]([O:18][CH2:19][CH2:20][OH:21])[CH:15]=[CH:14][C:12]=3[CH:13]=2)=[CH:5][CH:4]=1)[CH3:29]. Reactant: [CH3:1][NH:2][C:3]1[CH:8]=[CH:7][C:6]([C:9]2[S:10][C:11]3[CH:17]=[C:16]([O:18][CH2:19][CH2:20][O:21][Si](C(C)(C)C)(C)C)[CH:15]=[CH:14][C:12]=3[CH:13]=2)=[CH:5][CH:4]=1.[C:29](=O)([O-])[O-].[K+].[K+].IC.[Cl-].[Na+].[F-].C([N+](CCCC)(CCCC)CCCC)CCC. (6) Reactant: [CH3:1][C@@H:2]1[C@@H:6]([CH3:7])OS(=O)(=O)[O:3]1.[Br:10][C:11]1[CH:12]=[N:13][NH:14][CH:15]=1.C([O-])([O-])=O.[Cs+].[Cs+]. Product: [Br:10][C:11]1[CH:12]=[N:13][N:14]([C@@H:6]([CH3:7])[C@H:2]([OH:3])[CH3:1])[CH:15]=1. The catalyst class is: 3.